From a dataset of Retrosynthesis with 50K atom-mapped reactions and 10 reaction types from USPTO. Predict the reactants needed to synthesize the given product. (1) Given the product CC(C)COc1cccc(-c2cc(F)c(N)c(F)c2)c1, predict the reactants needed to synthesize it. The reactants are: CC(C)COc1cccc(B(O)O)c1.Nc1c(F)cc(Br)cc1F. (2) The reactants are: COCC(COC)N(C)Cc1ccc([N+](=O)[O-])cc1. Given the product COCC(COC)N(C)Cc1ccc(N)cc1, predict the reactants needed to synthesize it. (3) Given the product COc1ccc(C=CCO)cc1OC, predict the reactants needed to synthesize it. The reactants are: COc1ccc(C=CC(=O)O)cc1OC. (4) The reactants are: CC(C)(C)OC(=O)N1C[C@H]2CCCN2C[C@H]1C(=O)N[C@@H]1CCOc2ccccc21. Given the product O=C(N[C@@H]1CCOc2ccccc21)[C@@H]1CN2CCC[C@@H]2CN1, predict the reactants needed to synthesize it. (5) Given the product CC(C)OC(=O)N1CCC(CCOc2ccc3c(c2)CCN(C(=O)OCc2ccccc2)C3)CC1, predict the reactants needed to synthesize it. The reactants are: CC(C)OC(=O)N1CCC(CCOS(C)(=O)=O)CC1.O=C(OCc1ccccc1)N1CCc2cc(O)ccc2C1.